This data is from Forward reaction prediction with 1.9M reactions from USPTO patents (1976-2016). The task is: Predict the product of the given reaction. (1) Given the reactants [O:1]=[C:2]1[C:10]2[C:5](=[CH:6][CH:7]=[CH:8][CH:9]=2)[C:4](=[O:11])[N:3]1[CH2:12][CH2:13][C@H:14]([C@@H:18]([O:35]C=O)[CH2:19][CH2:20][C:21]1[CH:26]=[CH:25][C:24]([C:27]2[CH:32]=[CH:31][C:30]([CH3:33])=[C:29]([F:34])[CH:28]=2)=[CH:23][CH:22]=1)[C:15]([OH:17])=[O:16].C(=O)([O-])[O-].[K+].[K+].S([O-])(O)(=O)=O.[Na+], predict the reaction product. The product is: [O:1]=[C:2]1[C:10]2[C:5](=[CH:6][CH:7]=[CH:8][CH:9]=2)[C:4](=[O:11])[N:3]1[CH2:12][CH2:13][C@H:14]([C@@H:18]([OH:35])[CH2:19][CH2:20][C:21]1[CH:26]=[CH:25][C:24]([C:27]2[CH:32]=[CH:31][C:30]([CH3:33])=[C:29]([F:34])[CH:28]=2)=[CH:23][CH:22]=1)[C:15]([OH:17])=[O:16]. (2) Given the reactants [CH:1]1([C:4]([N:6]([CH2:9][C:10]2[CH:15]=[C:14]([C:16]([F:19])([F:18])[F:17])[CH:13]=[CH:12][C:11]=2[C:20]2[CH:21]=[C:22]([CH2:28][C:29]([OH:31])=[O:30])[CH:23]=[N:24][C:25]=2[O:26]C)[CH2:7][CH3:8])=[O:5])[CH2:3][CH2:2]1.S(Cl)(Cl)=O.[CH3:36][CH2:37]O, predict the reaction product. The product is: [CH2:36]([O:31][C:29](=[O:30])[CH2:28][C:22]1[CH:23]=[N:24][C:25]([OH:26])=[C:20]([C:11]2[CH:12]=[CH:13][C:14]([C:16]([F:18])([F:19])[F:17])=[CH:15][C:10]=2[CH2:9][N:6]([C:4]([CH:1]2[CH2:2][CH2:3]2)=[O:5])[CH2:7][CH3:8])[CH:21]=1)[CH3:37]. (3) Given the reactants CO[C:3]1[CH:4]=[C:5]([CH:18]=[CH:19][C:20]=1OC)[C:6]([C:8]1[CH:13]=[CH:12][C:11]([O:14][CH3:15])=[C:10]([O:16][CH3:17])[CH:9]=1)=[O:7].[C:23]1(OC)C(=CC=CC=1)OC.[Cl-].[Al+3].[Cl-].[Cl-].CC1C=CC(C(Cl)=O)=CC=1, predict the reaction product. The product is: [CH3:17][O:16][C:10]1[CH:9]=[C:8]([CH:13]=[CH:12][C:11]=1[O:14][CH3:15])[C:6]([C:5]1[CH:4]=[CH:3][C:20]([CH3:23])=[CH:19][CH:18]=1)=[O:7]. (4) Given the reactants [N+:1]([C:4]1[CH:5]=[C:6]2[C:10](=[CH:11][CH:12]=1)[NH:9][N:8]=[CH:7]2)([O-:3])=[O:2].C(=O)([O-])[O-].[K+].[K+].Cl.Cl[CH2:21][CH2:22][N:23]1[CH2:27][CH2:26][CH2:25][CH2:24]1, predict the reaction product. The product is: [N+:1]([C:4]1[CH:5]=[C:6]2[C:10](=[CH:11][CH:12]=1)[N:9]([CH2:21][CH2:22][N:23]1[CH2:27][CH2:26][CH2:25][CH2:24]1)[N:8]=[CH:7]2)([O-:3])=[O:2]. (5) Given the reactants [Cl:1][C:2]1[C:3](=[O:21])[N:4]([CH2:10][CH2:11][C:12]2[CH:20]=[CH:19][C:15]([C:16]([OH:18])=[O:17])=[CH:14][CH:13]=2)[C:5]([CH3:9])=[C:6]([Cl:8])[CH:7]=1.C(OC(O[C:25]([CH3:28])([CH3:27])[CH3:26])=O)(O[C:25]([CH3:28])([CH3:27])[CH3:26])=O.O.C(OCC)(=O)C, predict the reaction product. The product is: [Cl:1][C:2]1[C:3](=[O:21])[N:4]([CH2:10][CH2:11][C:12]2[CH:20]=[CH:19][C:15]([C:16]([O:18][C:25]([CH3:28])([CH3:27])[CH3:26])=[O:17])=[CH:14][CH:13]=2)[C:5]([CH3:9])=[C:6]([Cl:8])[CH:7]=1. (6) Given the reactants [CH3:1][C:2]([O:4][C:5]1[S:9][C:8]2[CH2:10][CH2:11][N:12]([CH:14]([C:22]([CH:24]3[CH2:26][CH2:25]3)=[O:23])[C:15]3[CH:16]=[CH:17][CH:18]=[CH:19][C:20]=3[F:21])[CH2:13][C:7]=2[CH:6]=1)=[O:3].[BrH:27], predict the reaction product. The product is: [CH3:1][C:2]([O:4][C:5]1[S:9][C:8]2[CH2:10][CH2:11][N:12]([CH:14]([C:22]([CH:24]3[CH2:26][CH2:25]3)=[O:23])[C:15]3[C:20]([F:21])=[CH:19][CH:18]=[CH:17][CH:16]=3)[CH2:13][C:7]=2[CH:6]=1)=[O:3].[BrH:27]. (7) Given the reactants CCCP(=O)=O.[Cl:7][C:8]1[CH:13]=[CH:12][C:11]([CH:14]2[CH2:19][CH2:18][CH2:17][NH:16][CH2:15]2)=[CH:10][CH:9]=1.C(N(CC)CC)C.[CH3:27][NH:28][C:29]1[CH:30]=[C:31]([CH:35]=[CH:36][N:37]=1)[C:32](O)=[O:33], predict the reaction product. The product is: [Cl:7][C:8]1[CH:9]=[CH:10][C:11]([CH:14]2[CH2:19][CH2:18][CH2:17][N:16]([C:32]([C:31]3[CH:35]=[CH:36][N:37]=[C:29]([NH:28][CH3:27])[CH:30]=3)=[O:33])[CH2:15]2)=[CH:12][CH:13]=1. (8) The product is: [CH3:1][O:2][C:3]([C:5]1[C:6]2[CH2:7][CH2:8][N:9]([CH2:15][C:16]3[CH:17]=[CH:18][C:19]([C@@H:22]([NH:24][C:25](=[O:27])[CH3:26])[CH3:23])=[CH:20][CH:21]=3)[CH2:10][C:11]=2[CH:12]=[CH:13][CH:14]=1)=[O:4]. Given the reactants [CH3:1][O:2][C:3]([C:5]1[C:6]2[CH2:7][CH2:8][N:9]([CH2:15][C:16]3[CH:21]=[CH:20][C:19]([C@@H:22]([NH2:24])[CH3:23])=[CH:18][CH:17]=3)[CH2:10][C:11]=2[CH:12]=[CH:13][CH:14]=1)=[O:4].[C:25](OC(=O)C)(=[O:27])[CH3:26], predict the reaction product. (9) Given the reactants [N:1]([C:4]([O:6][CH2:7][CH3:8])=[O:5])=[C:2]=S.[F:9][C:10]1[CH:11]=[C:12]([CH:14]=[C:15]([F:17])[CH:16]=1)[NH2:13].C(N(CC)CC)C.[NH:25]1[CH:29]=[C:28]([C:30]([O:32][CH2:33][CH3:34])=[O:31])[CH:27]=[N:26]1.CCN=C=NCCCN(C)C.Cl, predict the reaction product. The product is: [CH2:33]([O:32][C:30]([C:28]1[CH:29]=[N:25][N:26]([C:2](=[N:13][C:12]2[CH:11]=[C:10]([F:9])[CH:16]=[C:15]([F:17])[CH:14]=2)[NH:1][C:4]([O:6][CH2:7][CH3:8])=[O:5])[CH:27]=1)=[O:31])[CH3:34].